Dataset: Forward reaction prediction with 1.9M reactions from USPTO patents (1976-2016). Task: Predict the product of the given reaction. (1) The product is: [C:11](=[N:1][OH:2])([NH2:18])[C:12]1[CH:17]=[CH:16][CH:15]=[CH:14][CH:13]=1. Given the reactants [NH2:1][OH:2].CC1CCCO1.[Na+].[Cl-].[C:11](#[N:18])[C:12]1[CH:17]=[CH:16][CH:15]=[CH:14][CH:13]=1, predict the reaction product. (2) Given the reactants [F:1][C:2]([F:13])([F:12])[C:3]1[CH:11]=[CH:10][C:6]([C:7]([OH:9])=O)=[CH:5][CH:4]=1.CN(C(ON1N=NC2C=CC=NC1=2)=[N+](C)C)C.F[P-](F)(F)(F)(F)F.CCN(C(C)C)C(C)C.[N:47]1([C:53]([O:55][C:56]([CH3:59])([CH3:58])[CH3:57])=[O:54])[CH2:52][CH2:51][NH:50][CH2:49][CH2:48]1, predict the reaction product. The product is: [F:12][C:2]([F:1])([F:13])[C:3]1[CH:4]=[CH:5][C:6]([C:7]([N:50]2[CH2:49][CH2:48][N:47]([C:53]([O:55][C:56]([CH3:59])([CH3:58])[CH3:57])=[O:54])[CH2:52][CH2:51]2)=[O:9])=[CH:10][CH:11]=1.